This data is from HIV replication inhibition screening data with 41,000+ compounds from the AIDS Antiviral Screen. The task is: Binary Classification. Given a drug SMILES string, predict its activity (active/inactive) in a high-throughput screening assay against a specified biological target. (1) The compound is O=C(O)C(CO)NC(=O)C1CCCN1C(=O)OCc1ccccc1. The result is 0 (inactive). (2) The compound is O=S(=O)(CC(=NO)c1ccccc1)c1ccccc1. The result is 0 (inactive). (3) The molecule is COc1ccc2c(C(=O)O)cc3cc(OC)c(OC)cc3c2c1. The result is 0 (inactive). (4) The compound is CCOC(=O)c1ccc(-c2cc(C)no2)[nH]1. The result is 0 (inactive). (5) The drug is CC1(C)OCC(C(=N)OCc2ccccc2)O1. The result is 0 (inactive).